This data is from Full USPTO retrosynthesis dataset with 1.9M reactions from patents (1976-2016). The task is: Predict the reactants needed to synthesize the given product. (1) Given the product [CH3:31][N:30]([CH3:32])[C:28]([C:25]1[CH:26]=[CH:27][C:22]2[O:21][C:20]([C:33]([NH:35][C:36]3[CH:41]=[CH:40][C:39]([Cl:42])=[CH:38][N:37]=3)=[O:34])=[C:19]([NH:18][C:16]([C@H:13]3[CH2:14][CH2:15][C@H:10]([N:8]([C:6](=[O:7])[CH2:5][OH:4])[CH3:9])[CH2:11][CH2:12]3)=[O:17])[C:23]=2[CH:24]=1)=[O:29], predict the reactants needed to synthesize it. The reactants are: C([O:4][CH2:5][C:6]([N:8]([C@H:10]1[CH2:15][CH2:14][C@H:13]([C:16]([NH:18][C:19]2[C:23]3[CH:24]=[C:25]([C:28]([N:30]([CH3:32])[CH3:31])=[O:29])[CH:26]=[CH:27][C:22]=3[O:21][C:20]=2[C:33]([NH:35][C:36]2[CH:41]=[CH:40][C:39]([Cl:42])=[CH:38][N:37]=2)=[O:34])=[O:17])[CH2:12][CH2:11]1)[CH3:9])=[O:7])(=O)C.[OH-].[Na+].Cl. (2) Given the product [C:1]([O:4][CH2:7][Si:8]([O:13][CH3:14])([O:11][CH3:12])[O:9][CH3:10])(=[O:3])[CH3:2], predict the reactants needed to synthesize it. The reactants are: [C:1]([O-:4])(=[O:3])[CH3:2].[Na+].Cl[CH2:7][Si:8]([O:13][CH3:14])([O:11][CH3:12])[O:9][CH3:10].[SiH4]. (3) Given the product [F:15][C:16]1[CH:21]=[CH:20][C:19]([C:2]2[N:6]3[CH:7]=[CH:8][C:9]([C:11]([OH:14])([CH3:13])[CH3:12])=[N:10][C:5]3=[N:4][CH:3]=2)=[CH:18][C:17]=1[C:31]1[CH:35]=[CH:34][S:33][C:32]=1[C:36]#[N:37], predict the reactants needed to synthesize it. The reactants are: Br[C:2]1[N:6]2[CH:7]=[CH:8][C:9]([C:11]([OH:14])([CH3:13])[CH3:12])=[N:10][C:5]2=[N:4][CH:3]=1.[F:15][C:16]1[CH:21]=[CH:20][C:19](B2OC(C)(C)C(C)(C)O2)=[CH:18][C:17]=1[C:31]1[CH:35]=[CH:34][S:33][C:32]=1[C:36]#[N:37]. (4) Given the product [Cl:5][C:6]1[C:7]([C:17]2[C:22]([F:23])=[CH:21][C:20]([F:24])=[CH:19][C:18]=2[F:25])=[C:8]([NH:4][CH:1]([CH3:3])[CH3:2])[C:9]2[C:10]([N:15]=1)=[CH:11][N:12]=[N:13][CH:14]=2, predict the reactants needed to synthesize it. The reactants are: [CH:1]([NH2:4])([CH3:3])[CH3:2].[Cl:5][C:6]1[C:7]([C:17]2[C:22]([F:23])=[CH:21][C:20]([F:24])=[CH:19][C:18]=2[F:25])=[C:8](Cl)[C:9]2[C:10]([N:15]=1)=[CH:11][N:12]=[N:13][CH:14]=2. (5) Given the product [C:18]1([C:24]([NH:1][C:2]2[CH:17]=[CH:16][C:5]3[NH:6][C:7]([C:9]4[CH:10]=[CH:11][C:12]([NH:15][C:24]([C:18]5[CH2:23][CH2:22][CH2:21][CH:20]=5)=[O:26])=[CH:13][CH:14]=4)=[N:8][C:4]=3[CH:3]=2)=[O:26])[CH2:20][CH2:21][CH2:22][CH:23]=1, predict the reactants needed to synthesize it. The reactants are: [NH2:1][C:2]1[CH:17]=[CH:16][C:5]2[N:6]=[C:7]([C:9]3[CH:14]=[CH:13][C:12]([NH2:15])=[CH:11][CH:10]=3)[NH:8][C:4]=2[CH:3]=1.[C:18]1([C:24]([OH:26])=O)[CH2:23][CH2:22][CH2:21][CH2:20]C=1. (6) Given the product [OH:7][C:6]1[C:8]([C:9]([O:11][CH3:12])=[O:10])=[CH:13][N:26]=[C:3]([OH:4])[CH:5]=1, predict the reactants needed to synthesize it. The reactants are: CO[C:3]([CH2:5][C:6]([CH2:8][C:9]([O:11][CH3:12])=[O:10])=[O:7])=[O:4].[CH:13]([O-])([O-])OCC.C(OC(=O)C)(=O)C.[NH3:26].